This data is from Retrosynthesis with 50K atom-mapped reactions and 10 reaction types from USPTO. The task is: Predict the reactants needed to synthesize the given product. The reactants are: CCOC(CBr)OCC.Oc1ccc(Cl)cc1. Given the product CCOC(COc1ccc(Cl)cc1)OCC, predict the reactants needed to synthesize it.